From a dataset of Peptide-MHC class II binding affinity with 134,281 pairs from IEDB. Regression. Given a peptide amino acid sequence and an MHC pseudo amino acid sequence, predict their binding affinity value. This is MHC class II binding data. (1) The MHC is DRB3_0101 with pseudo-sequence DRB3_0101. The peptide sequence is AFDLDGDNLFPKV. The binding affinity (normalized) is 0.728. (2) The peptide sequence is YDKFLANVSTVCTGK. The MHC is DRB3_0202 with pseudo-sequence DRB3_0202. The binding affinity (normalized) is 0.732. (3) The peptide sequence is VDAAFKVAATAANAAPANDK. The MHC is DRB1_0301 with pseudo-sequence DRB1_0301. The binding affinity (normalized) is 0.151. (4) The peptide sequence is FPGGKCSGITVSSTY. The binding affinity (normalized) is 0.217. The MHC is HLA-DQA10501-DQB10301 with pseudo-sequence HLA-DQA10501-DQB10301. (5) The peptide sequence is TIAAMMTSPLSVASM. The MHC is DRB1_0401 with pseudo-sequence DRB1_0401. The binding affinity (normalized) is 0.664. (6) The binding affinity (normalized) is 0.393. The MHC is DRB1_0701 with pseudo-sequence DRB1_0701. The peptide sequence is KVSFEPIPIHYCAPAGFA. (7) The peptide sequence is ANATVYMIDSVLMPP. The MHC is DRB1_0404 with pseudo-sequence DRB1_0404. The binding affinity (normalized) is 0.676. (8) The peptide sequence is AAGIGILTVILGVL. The MHC is DRB1_0404 with pseudo-sequence DRB1_0404. The binding affinity (normalized) is 0.592. (9) The peptide sequence is AAATAGTTVYGAFAG. The MHC is HLA-DPA10103-DPB10401 with pseudo-sequence HLA-DPA10103-DPB10401. The binding affinity (normalized) is 0.256.